From a dataset of Full USPTO retrosynthesis dataset with 1.9M reactions from patents (1976-2016). Predict the reactants needed to synthesize the given product. (1) Given the product [NH2:27][C:24]1[CH:25]=[CH:26][C:21]([CH2:20][C:19]([NH:18][C:16](=[O:17])[C:15]([NH:14][C:5]2[CH:6]=[CH:7][C:8]([C:9]3[O:13][CH:12]=[N:11][CH:10]=3)=[C:3]([O:2][CH3:1])[CH:4]=2)=[O:32])([CH3:30])[CH3:31])=[CH:22][CH:23]=1, predict the reactants needed to synthesize it. The reactants are: [CH3:1][O:2][C:3]1[CH:4]=[C:5]([NH:14][C:15](=[O:32])[C:16]([NH:18][C:19]([CH3:31])([CH3:30])[CH2:20][C:21]2[CH:26]=[CH:25][C:24]([N+:27]([O-])=O)=[CH:23][CH:22]=2)=[O:17])[CH:6]=[CH:7][C:8]=1[C:9]1[O:13][CH:12]=[N:11][CH:10]=1.[Sn](Cl)Cl.O1CCOCC1. (2) Given the product [O:1]=[C:2]1[N:6]([CH:7]2[CH2:12][CH2:11][N:10]([CH2:13][C:14]([OH:16])=[O:15])[CH2:9][CH2:8]2)[C:5]2[CH:19]=[CH:20][CH:21]=[CH:22][C:4]=2[NH:3]1, predict the reactants needed to synthesize it. The reactants are: [O:1]=[C:2]1[N:6]([CH:7]2[CH2:12][CH2:11][N:10]([CH2:13][C:14]([O:16]CC)=[O:15])[CH2:9][CH2:8]2)[C:5]2[CH:19]=[CH:20][CH:21]=[CH:22][C:4]=2[NH:3]1.[OH-].[Na+].Cl. (3) Given the product [NH2:1][C:2]1[C:3]2[CH:10]=[CH:9][N:8]([C@@H:11]3[O:26][C@H:25]([CH2:27][OH:28])[C@@H:14]([OH:15])[C@@:12]3([CH:38]=[CH2:39])[OH:13])[C:4]=2[N:5]=[CH:6][N:7]=1, predict the reactants needed to synthesize it. The reactants are: [NH2:1][C:2]1[C:3]2[CH:10]=[CH:9][N:8]([C@@H:11]3[O:26][C@H:25]([CH2:27][O:28]CC4C=CC(Cl)=CC=4Cl)[C@@H:14]([O:15]CC4C=CC(Cl)=CC=4Cl)[C@@:12]3([CH:38]=[CH2:39])[OH:13])[C:4]=2[N:5]=[CH:6][N:7]=1.B(Cl)(Cl)Cl.